The task is: Predict the reactants needed to synthesize the given product.. This data is from Full USPTO retrosynthesis dataset with 1.9M reactions from patents (1976-2016). (1) Given the product [C:1]([O:5][C:6]([N:8]1[CH2:13][CH2:12][CH:11]([NH:20][C:19]2[CH:21]=[CH:22][C:16]([Cl:15])=[CH:17][CH:18]=2)[CH2:10][CH2:9]1)=[O:7])([CH3:4])([CH3:3])[CH3:2], predict the reactants needed to synthesize it. The reactants are: [C:1]([O:5][C:6]([N:8]1[CH2:13][CH2:12][C:11](=O)[CH2:10][CH2:9]1)=[O:7])([CH3:4])([CH3:3])[CH3:2].[Cl:15][C:16]1[CH:22]=[CH:21][C:19]([NH2:20])=[CH:18][CH:17]=1. (2) Given the product [F:1][C:2]1[CH:3]=[C:4]2[C:13](=[CH:14][CH:15]=1)[C:12]1[CH:11]=[CH:10][CH:9]=[CH:8][C:7]=1[N:6]([S:16]([C:19]1[CH:20]=[CH:21][C:22]([OH:25])=[CH:23][CH:24]=1)(=[O:18])=[O:17])[CH:5]2[CH3:27], predict the reactants needed to synthesize it. The reactants are: [F:1][C:2]1[CH:3]=[C:4]2[C:13](=[CH:14][CH:15]=1)[C:12]1[CH:11]=[CH:10][CH:9]=[CH:8][C:7]=1[N:6]([S:16]([C:19]1[CH:24]=[CH:23][C:22]([O:25]C)=[CH:21][CH:20]=1)(=[O:18])=[O:17])[CH:5]2[CH3:27].C1CCCCC=1.B(Br)(Br)Br.C(=O)(O)[O-].[Na+]. (3) Given the product [NH2:13][C:12]1[CH:14]=[CH:15][C:9]([CH:5]2[CH2:6][CH2:7][CH2:8][N:3]([C:21]([O:20][C:17]([CH3:19])([CH3:18])[CH3:16])=[O:22])[CH2:4]2)=[CH:10][CH:11]=1, predict the reactants needed to synthesize it. The reactants are: [H][H].[NH:3]1[CH2:8][CH2:7][CH2:6][CH:5]([C:9]2[CH:15]=[CH:14][C:12]([NH2:13])=[CH:11][CH:10]=2)[CH2:4]1.[CH3:16][C:17]([O:20][C:21](O[C:21]([O:20][C:17]([CH3:19])([CH3:18])[CH3:16])=[O:22])=[O:22])([CH3:19])[CH3:18]. (4) Given the product [NH2:14][C:11]1[CH:10]=[CH:9][C:8]([C:6]2[O:7][C:3]([CH2:1][CH3:2])=[C:4]([C:17]([O:19][CH2:20][CH3:21])=[O:18])[N:5]=2)=[CH:13][CH:12]=1, predict the reactants needed to synthesize it. The reactants are: [CH2:1]([C:3]1[O:7][C:6]([C:8]2[CH:13]=[CH:12][C:11]([N+:14]([O-])=O)=[CH:10][CH:9]=2)=[N:5][C:4]=1[C:17]([O:19][CH2:20][CH3:21])=[O:18])[CH3:2]. (5) The reactants are: [CH:1]1([NH2:6])[CH2:5][CH2:4][CH2:3][CH2:2]1.C(=O)([O-])[O-].[K+].[K+].Br[CH2:14][C:15]1[CH:20]=[CH:19][C:18]([N+:21]([O-:23])=[O:22])=[CH:17][CH:16]=1. Given the product [N+:21]([C:18]1[CH:19]=[CH:20][C:15]([CH2:14][N:6]([CH2:14][C:15]2[CH:20]=[CH:19][C:18]([N+:21]([O-:23])=[O:22])=[CH:17][CH:16]=2)[CH:1]2[CH2:5][CH2:4][CH2:3][CH2:2]2)=[CH:16][CH:17]=1)([O-:23])=[O:22], predict the reactants needed to synthesize it. (6) Given the product [CH3:15][N:14]([CH3:16])[C:13]1[CH:17]=[CH:18][C:10](/[N:9]=[N:8]/[C:7]2[CH:19]=[CH:20][C:4]([S:1]([NH:24][CH2:25][CH2:26][SH:27])(=[O:3])=[O:2])=[CH:5][CH:6]=2)=[CH:11][CH:12]=1, predict the reactants needed to synthesize it. The reactants are: [S:1](Cl)([C:4]1[CH:20]=[CH:19][C:7]([N:8]=[N:9][C:10]2[CH:18]=[CH:17][C:13]([N:14]([CH3:16])[CH3:15])=[CH:12][CH:11]=2)=[CH:6][CH:5]=1)(=[O:3])=[O:2].Cl.Cl.[NH2:24][CH2:25][CH2:26][S:27][S:27][CH2:26][CH2:25][NH2:24].C(S)[C@@H](O)[C@H](O)CS. (7) Given the product [CH3:8][NH:10][C:20](=[O:21])[C:19]1[CH:23]=[CH:24][CH:25]=[C:17]([C:16]([F:27])([F:26])[F:15])[CH:18]=1, predict the reactants needed to synthesize it. The reactants are: CN.C1COCC1.[CH2:8]([N:10](CC)CC)C.[F:15][C:16]([F:27])([F:26])[C:17]1[CH:18]=[C:19]([CH:23]=[CH:24][CH:25]=1)[C:20](Cl)=[O:21].O. (8) Given the product [Cl:1][C:2]1[C:3]([F:23])=[C:4]([NH:5][C:6]2[C:15]3[C:10](=[CH:11][C:12]([O:18][CH3:19])=[C:13]([CH2:16][NH:26][CH2:24][CH3:25])[CH:14]=3)[N:9]=[CH:8][N:7]=2)[CH:20]=[CH:21][CH:22]=1, predict the reactants needed to synthesize it. The reactants are: [Cl:1][C:2]1[C:3]([F:23])=[C:4]([CH:20]=[CH:21][CH:22]=1)[NH:5][C:6]1[C:15]2[C:10](=[CH:11][C:12]([O:18][CH3:19])=[C:13]([CH:16]=O)[CH:14]=2)[N:9]=[CH:8][N:7]=1.[CH2:24]([NH2:26])[CH3:25]. (9) The reactants are: [Cl:1][C:2]1[CH:36]=[CH:35][CH:34]=[CH:33][C:3]=1[O:4][C:5]1[CH2:9][N:8]([CH:10]([CH2:27][C:28]([F:31])([F:30])[F:29])[C:11]([NH:13][C:14]2[CH:18]=[CH:17][N:16]([CH2:19][C@@H:20]3[CH2:24][O:23]C(C)(C)[O:21]3)[N:15]=2)=[O:12])[C:7](=[O:32])[CH:6]=1.O.C1(C)C=CC(S(O)(=O)=O)=CC=1. Given the product [Cl:1][C:2]1[CH:36]=[CH:35][CH:34]=[CH:33][C:3]=1[O:4][C:5]1[CH2:9][N:8]([CH:10]([CH2:27][C:28]([F:31])([F:29])[F:30])[C:11]([NH:13][C:14]2[CH:18]=[CH:17][N:16]([CH2:19][C@@H:20]([OH:21])[CH2:24][OH:23])[N:15]=2)=[O:12])[C:7](=[O:32])[CH:6]=1, predict the reactants needed to synthesize it. (10) Given the product [C:26]12([CH2:36][NH:21][C:19]([C:12]3[C:11]4[CH2:10][CH2:9][N:8]([CH2:1][C:2]5[CH:3]=[CH:4][CH:5]=[CH:6][CH:7]=5)[CH2:17][C:16]=4[CH:15]=[N:14][C:13]=3[CH3:18])=[O:20])[CH2:27][CH:28]3[CH2:34][CH:32]([CH2:31][CH:30]([CH2:29]3)[CH2:35]1)[CH2:33]2, predict the reactants needed to synthesize it. The reactants are: [CH2:1]([N:8]1[CH2:17][C:16]2[CH:15]=[N:14][C:13]([CH3:18])=[C:12]([C:19]([NH2:21])=[O:20])[C:11]=2[CH2:10][CH2:9]1)[C:2]1[CH:7]=[CH:6][CH:5]=[CH:4][CH:3]=1.[H-].[Na+].[H][H].[C:26]12([CH2:36]Br)[CH2:35][CH:30]3[CH2:31][CH:32]([CH2:34][CH:28]([CH2:29]3)[CH2:27]1)[CH2:33]2.